This data is from Catalyst prediction with 721,799 reactions and 888 catalyst types from USPTO. The task is: Predict which catalyst facilitates the given reaction. (1) Reactant: Cl[S:2]([C:5]1[CH:14]=[CH:13][C:8]([C:9]([O:11][CH3:12])=[O:10])=[CH:7][CH:6]=1)(=[O:4])=[O:3].[Cl:15][C:16]1[CH:17]=[C:18]([CH3:23])[C:19]([NH2:22])=[N:20][CH:21]=1. Product: [Cl:15][C:16]1[CH:17]=[C:18]([CH3:23])[C:19]([NH:22][S:2]([C:5]2[CH:14]=[CH:13][C:8]([C:9]([O:11][CH3:12])=[O:10])=[CH:7][CH:6]=2)(=[O:4])=[O:3])=[N:20][CH:21]=1. The catalyst class is: 142. (2) Reactant: [OH:1][C:2]1[CH:3]=[C:4]([CH:9]=[C:10]([CH3:12])[CH:11]=1)[C:5]([O:7][CH3:8])=[O:6].CI.[C:15]([O-])([O-])=O.[K+].[K+]. Product: [CH3:12][C:10]1[CH:9]=[C:4]([CH:3]=[C:2]([O:1][CH3:15])[CH:11]=1)[C:5]([O:7][CH3:8])=[O:6]. The catalyst class is: 3. (3) Reactant: [Cl:1][C:2]1[O:3][C:4]2[CH:10]=[CH:9][C:8]([C:11]([CH2:30][CH3:31])=[C:12]([C:23]3[CH:28]=[CH:27][C:26]([OH:29])=[CH:25][CH:24]=3)[C:13]3[CH:18]=[CH:17][C:16]([O:19][CH2:20][CH2:21]Cl)=[CH:15][CH:14]=3)=[CH:7][C:5]=2[CH:6]=1.[CH3:32][N:33]1[CH2:38][CH2:37][NH:36][CH2:35][CH2:34]1. Product: [Cl:1][C:2]1[O:3][C:4]2[CH:10]=[CH:9][C:8]([C:11]([CH2:30][CH3:31])=[C:12]([C:23]3[CH:24]=[CH:25][C:26]([OH:29])=[CH:27][CH:28]=3)[C:13]3[CH:14]=[CH:15][C:16]([O:19][CH2:20][CH2:21][N:36]4[CH2:37][CH2:38][N:33]([CH3:32])[CH2:34][CH2:35]4)=[CH:17][CH:18]=3)=[CH:7][C:5]=2[CH:6]=1. The catalyst class is: 5.